Dataset: Full USPTO retrosynthesis dataset with 1.9M reactions from patents (1976-2016). Task: Predict the reactants needed to synthesize the given product. Given the product [F:1][C:2]1[CH:3]=[C:4]([C:9]2[O:10][C:11]3[CH:17]=[C:16]([O:18][CH2:19][C@@H:20]([NH:22][C:23](=[O:25])[CH3:24])[CH3:21])[CH:15]=[CH:14][C:12]=3[N:13]=2)[CH:5]=[CH:6][C:7]=1[O:8][CH2:27][CH2:28][OH:29], predict the reactants needed to synthesize it. The reactants are: [F:1][C:2]1[CH:3]=[C:4]([C:9]2[O:10][C:11]3[CH:17]=[C:16]([O:18][CH2:19][C@@H:20]([NH:22][C:23](=[O:25])[CH3:24])[CH3:21])[CH:15]=[CH:14][C:12]=3[N:13]=2)[CH:5]=[CH:6][C:7]=1[OH:8].Br[CH2:27][CH2:28][OH:29].